Dataset: Forward reaction prediction with 1.9M reactions from USPTO patents (1976-2016). Task: Predict the product of the given reaction. (1) Given the reactants [C:1]1([C:7]2[NH:8][C:9]3[C:14]([CH:15]=2)=[CH:13][CH:12]=[CH:11][CH:10]=3)[CH:6]=[CH:5][CH:4]=[CH:3][CH:2]=1.[CH:16](O)([C:23]1[CH:28]=[CH:27][CH:26]=[CH:25][CH:24]=1)[C:17]1[CH:22]=[CH:21][CH:20]=[CH:19][CH:18]=1.C1(C)C=CC(S(O)(=O)=O)=CC=1, predict the reaction product. The product is: [CH:16]([C:15]1[C:14]2[C:9](=[CH:10][CH:11]=[CH:12][CH:13]=2)[NH:8][C:7]=1[C:1]1[CH:6]=[CH:5][CH:4]=[CH:3][CH:2]=1)([C:17]1[CH:22]=[CH:21][CH:20]=[CH:19][CH:18]=1)[C:23]1[CH:28]=[CH:27][CH:26]=[CH:25][CH:24]=1. (2) Given the reactants CC1C=CC(C2C=NN(C)C=2)=C(C=1)C(O)=O.[CH3:17][C:18]1[CH:19]=[CH:20][C:21]([C:28]2[CH:33]=[N:32][CH:31]=[CH:30][N:29]=2)=[C:22]([CH:27]=1)[C:23]([O:25]C)=[O:24], predict the reaction product. The product is: [CH3:17][C:18]1[CH:19]=[CH:20][C:21]([C:28]2[CH:33]=[N:32][CH:31]=[CH:30][N:29]=2)=[C:22]([CH:27]=1)[C:23]([OH:25])=[O:24]. (3) Given the reactants [C:1]([C:5]1[CH:6]=[CH:7][C:8]2[O:13][CH2:12][C:11](=[O:14])[NH:10][C:9]=2[CH:15]=1)([CH3:4])([CH3:3])[CH3:2].C([O-])([O-])=O.[Cs+].[Cs+].[Cl:22][CH2:23][CH2:24][CH2:25]I, predict the reaction product. The product is: [C:1]([C:5]1[CH:6]=[CH:7][C:8]2[O:13][CH2:12][C:11](=[O:14])[N:10]([CH2:25][CH2:24][CH2:23][Cl:22])[C:9]=2[CH:15]=1)([CH3:4])([CH3:2])[CH3:3]. (4) Given the reactants [CH3:1][O:2][C:3]([C:5]1[CH:6]([C:23]2[CH:28]=[CH:27][C:26]([C:29]#[N:30])=[CH:25][C:24]=2[Br:31])[NH:7][C:8](=S)[N:9]([C:12]2[CH:17]=[CH:16][CH:15]=[C:14]([C:18]([F:21])([F:20])[F:19])[CH:13]=2)[C:10]=1[CH3:11])=[O:4].OO.NC(N)=O.O.[NH2:39][NH2:40], predict the reaction product. The product is: [CH3:1][O:2][C:3]([C:5]1[CH:6]([C:23]2[CH:28]=[CH:27][C:26]([C:29]#[N:30])=[CH:25][C:24]=2[Br:31])[N:7]=[C:8]([NH:39][NH2:40])[N:9]([C:12]2[CH:17]=[CH:16][CH:15]=[C:14]([C:18]([F:21])([F:20])[F:19])[CH:13]=2)[C:10]=1[CH3:11])=[O:4].